Dataset: Catalyst prediction with 721,799 reactions and 888 catalyst types from USPTO. Task: Predict which catalyst facilitates the given reaction. Reactant: C([N:8]1[CH2:13][CH2:12][N:11](CC2C=CC=CC=2)[CH2:10][C@@H:9]1[CH2:21][CH2:22][C:23]1[CH:28]=[CH:27]C=CN=1)C1C=CC=CC=1.C([O-])=O.[NH4+:32].[CH2:33](O)[CH3:34]. Product: [N:32]1[CH:27]=[CH:28][C:23]([CH2:22][CH2:21][C@H:9]2[CH2:10][NH:11][CH2:12][CH2:13][NH:8]2)=[CH:34][CH:33]=1. The catalyst class is: 45.